Dataset: Forward reaction prediction with 1.9M reactions from USPTO patents (1976-2016). Task: Predict the product of the given reaction. (1) Given the reactants [F:1][C:2]([F:22])([F:21])[O:3][C:4]1[CH:9]=[CH:8][C:7]([C:10]2(O)[C:15]3=[N:16][CH:17]=[CH:18][CH:19]=[C:14]3[O:13][CH2:12][CH2:11]2)=[CH:6][CH:5]=1.[Cl:23][CH2:24][C:25]#[N:26].C(O)(=[O:29])C.OS(O)(=O)=O, predict the reaction product. The product is: [Cl:23][CH2:24][C:25]([NH:26][C:10]1([C:7]2[CH:8]=[CH:9][C:4]([O:3][C:2]([F:22])([F:21])[F:1])=[CH:5][CH:6]=2)[C:15]2=[N:16][CH:17]=[CH:18][CH:19]=[C:14]2[O:13][CH2:12][CH2:11]1)=[O:29]. (2) Given the reactants Cl.C([N:4]=C=NCCCN(C)C)C.[CH3:13][C:14]1([CH3:44])[C:23]2[C:18](=[C:19]3[CH2:26][C:25]([CH3:28])([CH3:27])[O:24][C:20]3=[CH:21][CH:22]=2)[C:17]([C:29]2[CH:30]=[C:31]([C:35]3[CH:40]=[CH:39][C:38]([C:41]([OH:43])=O)=[CH:37][CH:36]=3)[CH:32]=[CH:33][CH:34]=2)=[N:16][CH2:15]1.[NH4+].ON1C2C=CC=CC=2N=N1.C(N(CC)CC)C, predict the reaction product. The product is: [CH3:44][C:14]1([CH3:13])[C:23]2[C:18](=[C:19]3[CH2:26][C:25]([CH3:28])([CH3:27])[O:24][C:20]3=[CH:21][CH:22]=2)[C:17]([C:29]2[CH:30]=[C:31]([C:35]3[CH:40]=[CH:39][C:38]([C:41]([NH2:4])=[O:43])=[CH:37][CH:36]=3)[CH:32]=[CH:33][CH:34]=2)=[N:16][CH2:15]1. (3) Given the reactants [NH2:1][C:2]1[CH:7]=[CH:6][N:5]=[C:4]([Cl:8])[N:3]=1.[H-].[Na+].[C:11](OC(=O)C)(=[O:13])[CH3:12], predict the reaction product. The product is: [Cl:8][C:4]1[N:3]=[C:2]([NH:1][C:11](=[O:13])[CH3:12])[CH:7]=[CH:6][N:5]=1. (4) Given the reactants [F:1][C:2]1[CH:27]=[C:26]([F:28])[CH:25]=[CH:24][C:3]=1[CH2:4][N:5]([CH2:16][C:17]1[CH:22]=[CH:21][C:20]([OH:23])=[CH:19][CH:18]=1)[C:6]1[CH:11]=[CH:10][CH:9]=[C:8]([N+:12]([O-:14])=[O:13])[C:7]=1[CH3:15].[H-].[Na+].[CH2:31](Br)[CH:32]=[CH:33][C:34]1[CH:39]=[CH:38][CH:37]=[CH:36][CH:35]=1, predict the reaction product. The product is: [F:1][C:2]1[CH:27]=[C:26]([F:28])[CH:25]=[CH:24][C:3]=1[CH2:4][N:5]([CH2:16][C:17]1[CH:22]=[CH:21][C:20]([O:23][CH2:31][CH:32]=[CH:33][C:34]2[CH:39]=[CH:38][CH:37]=[CH:36][CH:35]=2)=[CH:19][CH:18]=1)[C:6]1[CH:11]=[CH:10][CH:9]=[C:8]([N+:12]([O-:14])=[O:13])[C:7]=1[CH3:15]. (5) Given the reactants C([N:8]1[CH2:12][CH2:11][CH2:10][CH:9]1[CH2:13][N:14]1[CH:22]=[C:21]2[C:16]([N:17]=[C:18]([C:36]3[CH:41]=[CH:40][C:39]([F:42])=[CH:38][CH:37]=3)[C:19]([C:30]3[CH:35]=[CH:34][N:33]=[CH:32][CH:31]=3)=[C:20]2[C:23]2[CH:28]=[CH:27][C:26]([F:29])=[CH:25][CH:24]=2)=[N:15]1)C1C=CC=CC=1.C(O)=O, predict the reaction product. The product is: [F:29][C:26]1[CH:27]=[CH:28][C:23]([C:20]2[C:21]3[C:16](=[N:15][N:14]([CH2:13][CH:9]4[CH2:10][CH2:11][CH2:12][NH:8]4)[CH:22]=3)[N:17]=[C:18]([C:36]3[CH:37]=[CH:38][C:39]([F:42])=[CH:40][CH:41]=3)[C:19]=2[C:30]2[CH:31]=[CH:32][N:33]=[CH:34][CH:35]=2)=[CH:24][CH:25]=1.